From a dataset of Forward reaction prediction with 1.9M reactions from USPTO patents (1976-2016). Predict the product of the given reaction. (1) Given the reactants [Br:1][C:2]1[CH:3]=[CH:4][C:5]([C:8]#[C:9][CH2:10][OH:11])=[N:6][CH:7]=1.[H-].[Al+3].[Li+].[H-].[H-].[H-].O.[OH-].[Na+], predict the reaction product. The product is: [Br:1][C:2]1[CH:3]=[CH:4][C:5](/[CH:8]=[CH:9]/[CH2:10][OH:11])=[N:6][CH:7]=1. (2) Given the reactants [Br:1][C:2]1[N:6]([CH3:7])[N:5]=[C:4]([NH2:8])[CH:3]=1.CCN(C(C)C)C(C)C.[S:18](Cl)([CH3:21])(=[O:20])=[O:19], predict the reaction product. The product is: [Br:1][C:2]1[N:6]([CH3:7])[N:5]=[C:4]([NH:8][S:18]([CH3:21])(=[O:20])=[O:19])[CH:3]=1.